Dataset: Catalyst prediction with 721,799 reactions and 888 catalyst types from USPTO. Task: Predict which catalyst facilitates the given reaction. (1) Reactant: [H-].[Na+].[O:3]1[C:7]2([CH2:12][CH2:11][CH:10]([C:13]3[C:21]4[C:16](=[CH:17][CH:18]=[C:19]([C:22]#[N:23])[CH:20]=4)[NH:15][CH:14]=3)[CH2:9][CH2:8]2)[O:6][CH2:5][CH2:4]1.[CH2:24](Br)[CH3:25]. Product: [O:6]1[C:7]2([CH2:12][CH2:11][CH:10]([C:13]3[C:21]4[C:16](=[CH:17][CH:18]=[C:19]([C:22]#[N:23])[CH:20]=4)[N:15]([CH2:24][CH3:25])[CH:14]=3)[CH2:9][CH2:8]2)[O:3][CH2:4][CH2:5]1. The catalyst class is: 9. (2) Reactant: [Cl:1][C:2]1[N:3]=[C:4]2[C:9](=[CH:10][CH:11]=1)[N:8]=[CH:7][C:6](C=O)=[C:5]2[NH:14][C:15]1[CH:20]=[CH:19][C:18]([N:21]2[CH2:26][CH2:25][N:24]([C:27]([O:29][C:30]([CH3:33])([CH3:32])[CH3:31])=[O:28])[CH2:23][CH2:22]2)=[C:17]([C:34]([F:37])([F:36])[F:35])[CH:16]=1.C(OP(CC([O:49][CH2:50][CH3:51])=O)(OCC)=O)C.[C:52](=O)([O-])[O-].[K+].[K+]. Product: [Cl:1][C:2]1[N:3]=[C:4]2[C:9](=[CH:10][CH:11]=1)[N:8]=[CH:7][C:6]1[CH:52]=[CH:51][C:50](=[O:49])[N:14]([C:15]3[CH:20]=[CH:19][C:18]([N:21]4[CH2:22][CH2:23][N:24]([C:27]([O:29][C:30]([CH3:33])([CH3:31])[CH3:32])=[O:28])[CH2:25][CH2:26]4)=[C:17]([C:34]([F:36])([F:37])[F:35])[CH:16]=3)[C:5]2=1. The catalyst class is: 107.